From a dataset of Catalyst prediction with 721,799 reactions and 888 catalyst types from USPTO. Predict which catalyst facilitates the given reaction. (1) Reactant: [CH:1]([NH:4][C:5]([C:7]1[C:15]2[C:10](=[N:11][CH:12]=[C:13](Br)[N:14]=2)[N:9]([CH2:17][O:18][CH2:19][CH2:20][Si:21]([CH3:24])([CH3:23])[CH3:22])[CH:8]=1)=[O:6])([CH3:3])[CH3:2].[C:25]([O:29][C:30](=[O:42])[NH:31][C@H:32]1[C:40]2[C:35](=[CH:36][CH:37]=[C:38]([OH:41])[CH:39]=2)[CH2:34][CH2:33]1)([CH3:28])([CH3:27])[CH3:26].[O-]P([O-])([O-])=O.[K+].[K+].[K+].C(P(C(C)(C)C)C1C=CC=CC=1C1C=CC=CC=1N(C)C)(C)(C)C. Product: [C:25]([O:29][C:30](=[O:42])[NH:31][C@H:32]1[C:40]2[C:35](=[CH:36][CH:37]=[C:38]([O:41][C:13]3[N:14]=[C:15]4[C:7]([C:5](=[O:6])[NH:4][CH:1]([CH3:3])[CH3:2])=[CH:8][N:9]([CH2:17][O:18][CH2:19][CH2:20][Si:21]([CH3:24])([CH3:23])[CH3:22])[C:10]4=[N:11][CH:12]=3)[CH:39]=2)[CH2:34][CH2:33]1)([CH3:28])([CH3:26])[CH3:27]. The catalyst class is: 222. (2) Reactant: O[C@H:2]([C:9]1[CH:14]=[CH:13][CH:12]=[C:11]([O:15][CH3:16])[CH:10]=1)[CH2:3][CH2:4][C:5]([O:7]C)=[O:6]. Product: [CH3:16][O:15][C:11]1[CH:10]=[C:9]([C@H:2]2[O:7][C:5](=[O:6])[CH2:4][CH2:3]2)[CH:14]=[CH:13][CH:12]=1. The catalyst class is: 557. (3) Reactant: [C:1](Cl)([C:14]1[CH:19]=[CH:18][CH:17]=[CH:16][CH:15]=1)([C:8]1[CH:13]=[CH:12][CH:11]=[CH:10][CH:9]=1)[C:2]1[CH:7]=[CH:6][CH:5]=[CH:4][CH:3]=1.[CH2:21]([O:28][CH2:29][C@@H:30]([CH2:32][OH:33])[OH:31])[C:22]1[CH:27]=[CH:26][CH:25]=[CH:24][CH:23]=1.C(N(CC)C1C=CN=CC=1)C.CO. Product: [CH2:21]([O:28][CH2:29][C@H:30]([CH2:32][O:33][C:1]([C:14]1[CH:19]=[CH:18][CH:17]=[CH:16][CH:15]=1)([C:8]1[CH:13]=[CH:12][CH:11]=[CH:10][CH:9]=1)[C:2]1[CH:7]=[CH:6][CH:5]=[CH:4][CH:3]=1)[OH:31])[C:22]1[CH:27]=[CH:26][CH:25]=[CH:24][CH:23]=1. The catalyst class is: 300. (4) Reactant: [CH3:1][C:2]1[CH:9]=[CH:8][C:5]([CH2:6]Br)=[CH:4][CH:3]=1.CC([O-])(C)C.[K+].[CH3:16][C:17]1[NH:18][CH:19]=[C:20]([CH:22]=[O:23])[N:21]=1.O. Product: [CH3:16][C:17]1[N:18]([CH2:6][C:5]2[CH:8]=[CH:9][C:2]([CH3:1])=[CH:3][CH:4]=2)[CH:19]=[C:20]([CH:22]=[O:23])[N:21]=1. The catalyst class is: 1.